From a dataset of Catalyst prediction with 721,799 reactions and 888 catalyst types from USPTO. Predict which catalyst facilitates the given reaction. (1) Reactant: [CH3:1][N:2]1[CH2:7][CH2:6][NH:5][CH:4]([C:8]2[CH:13]=[CH:12][CH:11]=[CH:10][CH:9]=2)[CH2:3]1.C(N(CC)CC)C.[C:21](Cl)(=[O:26])[C:22]([O:24][CH3:25])=[O:23]. Product: [CH3:25][O:24][C:22](=[O:23])[C:21]([NH2:2])=[O:26].[CH3:1][N:2]1[CH2:7][CH2:6][NH:5][CH:4]([C:8]2[CH:9]=[CH:10][CH:11]=[CH:12][CH:13]=2)[CH2:3]1. The catalyst class is: 4. (2) Reactant: C(O[C:9]1[C:14]([CH2:15][N:16]2[CH2:25][CH2:24][C:23]3[C:18](=[C:19]([CH3:29])[C:20]([C:26](O)=[O:27])=[CH:21][CH:22]=3)[C:17]2=[O:30])=[C:13]([CH3:31])[CH:12]=[C:11]([CH3:32])[N:10]=1)C1C=CC=CC=1.[NH:33]([CH3:35])[CH3:34].Cl.[CH3:37][CH2:38]N(C(C)C)C(C)C.CN(C(ON1N=N[C:56]2[CH:57]=[CH:58][CH:59]=N[C:55]1=2)=[N+](C)C)C.F[P-](F)(F)(F)(F)F.[OH2:70]. Product: [CH2:55]([O:70][C:9]1[C:14]([CH2:15][N:16]2[CH2:25][CH2:24][C:23]3[C:18](=[C:19]([CH3:29])[C:20]([C:26]([N:33]([CH3:35])[CH3:34])=[O:27])=[CH:21][CH:22]=3)[C:17]2=[O:30])=[C:13]([CH3:31])[CH:12]=[C:11]([CH3:32])[N:10]=1)[C:56]1[CH:38]=[CH:37][CH:59]=[CH:58][CH:57]=1. The catalyst class is: 3. (3) Reactant: [CH:1]1([N:4]([CH2:32][C:33]2[CH:34]=[C:35]([CH:48]=[C:49]([CH2:51][CH2:52][CH2:53][O:54][CH3:55])[CH:50]=2)[O:36][CH2:37][C:38]2[CH:47]=[CH:46][C:41]([C:42]([O:44]C)=[O:43])=[CH:40][CH:39]=2)[C:5]([C@@H:7]2[C@@H:12]([C:13]3[CH:18]=[CH:17][C:16]([O:19][CH2:20][CH2:21][O:22][C:23]4[C:28]([Cl:29])=[CH:27][C:26]([CH3:30])=[CH:25][C:24]=4[Cl:31])=[CH:15][CH:14]=3)[CH2:11][CH2:10][NH:9][CH2:8]2)=[O:6])[CH2:3][CH2:2]1.[OH-].[Na+]. Product: [CH:1]1([N:4]([CH2:32][C:33]2[CH:34]=[C:35]([CH:48]=[C:49]([CH2:51][CH2:52][CH2:53][O:54][CH3:55])[CH:50]=2)[O:36][CH2:37][C:38]2[CH:47]=[CH:46][C:41]([C:42]([OH:44])=[O:43])=[CH:40][CH:39]=2)[C:5]([C@@H:7]2[C@@H:12]([C:13]3[CH:14]=[CH:15][C:16]([O:19][CH2:20][CH2:21][O:22][C:23]4[C:28]([Cl:29])=[CH:27][C:26]([CH3:30])=[CH:25][C:24]=4[Cl:31])=[CH:17][CH:18]=3)[CH2:11][CH2:10][NH:9][CH2:8]2)=[O:6])[CH2:3][CH2:2]1. The catalyst class is: 5. (4) The catalyst class is: 5. Reactant: [CH2:1]([CH:4]1[C@:9]([C:11]2[CH:16]=[C:15]([N+:17]([O-:19])=[O:18])[CH:14]=[CH:13][C:12]=2[F:20])([CH3:10])[N:8]=[C:7]([N:21]([C:29]([O:31][C:32]([CH3:35])([CH3:34])[CH3:33])=[O:30])[C:22](=[O:28])[O:23][C:24]([CH3:27])([CH3:26])[CH3:25])[C:6]([CH3:37])([CH3:36])[S:5]1(=[O:39])=[O:38])[CH:2]=C.C(=O)(O)[O-:41].[Na+].C(Cl)Cl.[BH4-].[Na+]. Product: [C:24]([O:23][C:22]([N:21]([C:7]1[C:6]([CH3:37])([CH3:36])[S:5](=[O:38])(=[O:39])[CH:4]([CH2:1][CH2:2][OH:41])[C@:9]([C:11]2[CH:16]=[C:15]([N+:17]([O-:19])=[O:18])[CH:14]=[CH:13][C:12]=2[F:20])([CH3:10])[N:8]=1)[C:29](=[O:30])[O:31][C:32]([CH3:34])([CH3:33])[CH3:35])=[O:28])([CH3:25])([CH3:26])[CH3:27]. (5) Reactant: C(N(CC)C(C)C)(C)C.[NH2:10][C:11]1[N:15]([C@@H:16]2[CH2:21][CH2:20][CH2:19][NH:18][CH2:17]2)[N:14]=[C:13]([C:22]2[CH:27]=[CH:26][C:25]([O:28][C:29]3[CH:34]=[CH:33][CH:32]=[C:31]([C:35]([F:38])([F:37])[F:36])[N:30]=3)=[CH:24][CH:23]=2)[C:12]=1[C:39]([NH2:41])=[O:40].F[P-](F)(F)(F)(F)F.N1(OC(N(C)C)=[N+](C)C)C2C=CC=CC=2N=N1.[OH:66][CH2:67]/[CH:68]=[CH:69]/[C:70](O)=[O:71]. Product: [NH2:10][C:11]1[N:15]([C@@H:16]2[CH2:21][CH2:20][CH2:19][N:18]([C:67](=[O:66])/[CH:68]=[CH:69]/[CH2:70][OH:71])[CH2:17]2)[N:14]=[C:13]([C:22]2[CH:27]=[CH:26][C:25]([O:28][C:29]3[CH:34]=[CH:33][CH:32]=[C:31]([C:35]([F:38])([F:37])[F:36])[N:30]=3)=[CH:24][CH:23]=2)[C:12]=1[C:39]([NH2:41])=[O:40]. The catalyst class is: 384.